This data is from Forward reaction prediction with 1.9M reactions from USPTO patents (1976-2016). The task is: Predict the product of the given reaction. (1) Given the reactants [N+:1]([C:4]1[CH:5]=[C:6]([CH:18]=[CH:19][C:20]=1[N+:21]([O-])=O)[NH:7][C:8](=[O:17])[C:9]1[CH:14]=[C:13]([OH:15])[CH:12]=[C:11]([OH:16])[CH:10]=1)([O-])=O.[O:24]1[CH2:29][CH2:28][N:27]([C:30]2[CH:37]=[CH:36][C:33]([CH:34]=O)=[CH:32][CH:31]=2)[CH2:26][CH2:25]1, predict the reaction product. The product is: [O:24]1[CH2:29][CH2:28][N:27]([C:30]2[CH:37]=[CH:36][C:33]([C:34]3[NH:21][C:20]4[CH:19]=[CH:18][C:6]([NH:7][C:8](=[O:17])[C:9]5[CH:14]=[C:13]([OH:15])[CH:12]=[C:11]([OH:16])[CH:10]=5)=[CH:5][C:4]=4[N:1]=3)=[CH:32][CH:31]=2)[CH2:26][CH2:25]1. (2) Given the reactants [Cl:1][C:2]1[CH:3]=[C:4]([CH:18]=[CH:19][C:20]=1[Cl:21])[CH2:5][N:6]1[C:15](=[O:16])[C:14]2[C:9](=[CH:10][CH:11]=[C:12]([NH2:17])[CH:13]=2)[N:8]=[CH:7]1.[C:22](Cl)(=[O:28])[CH2:23][CH2:24][CH2:25][CH2:26][CH3:27].C([O-])([O-])=O.[Na+].[Na+], predict the reaction product. The product is: [Cl:1][C:2]1[CH:3]=[C:4]([CH:18]=[CH:19][C:20]=1[Cl:21])[CH2:5][N:6]1[C:15](=[O:16])[C:14]2[C:9](=[CH:10][CH:11]=[C:12]([NH:17][C:22](=[O:28])[CH2:23][CH2:24][CH2:25][CH2:26][CH3:27])[CH:13]=2)[N:8]=[CH:7]1. (3) Given the reactants [N:1]1[C:10]2[C:5](=[CH:6][C:7]([C:11]([O:13][CH3:14])=[O:12])=[CH:8][CH:9]=2)[CH:4]=[CH:3][CH:2]=1.C(O)(C(F)(F)F)=O, predict the reaction product. The product is: [N:1]1[C:10]2[CH2:9][CH2:8][CH:7]([C:11]([O:13][CH3:14])=[O:12])[CH2:6][C:5]=2[CH:4]=[CH:3][CH:2]=1.[NH:1]1[C:10]2[C:5](=[CH:6][C:7]([C:11]([O:13][CH3:14])=[O:12])=[CH:8][CH:9]=2)[CH2:4][CH2:3][CH2:2]1.